From a dataset of Forward reaction prediction with 1.9M reactions from USPTO patents (1976-2016). Predict the product of the given reaction. (1) Given the reactants Cl.C(OC([N:9]1[CH2:14][CH2:13][CH:12]([CH2:15][CH:16]2[CH2:24][C:23]3[C:18](=[CH:19][C:20]([O:27][CH3:28])=[C:21]([O:25][CH3:26])[CH:22]=3)[C:17]2=[O:29])[CH2:11][CH2:10]1)=O)(C)(C)C.C(=O)([O-])[O-].[Na+].[Na+], predict the reaction product. The product is: [CH3:26][O:25][C:21]1[CH:22]=[C:23]2[C:18](=[CH:19][C:20]=1[O:27][CH3:28])[C:17](=[O:29])[CH:16]([CH2:15][CH:12]1[CH2:13][CH2:14][NH:9][CH2:10][CH2:11]1)[CH2:24]2. (2) Given the reactants [CH:1]1([N:6]2[C:15]3[N:14]=[C:13]([NH:16][C:17]4[CH:26]=[CH:25][C:20]([C:21]([O:23]C)=[O:22])=[CH:19][C:18]=4[O:27][CH3:28])[N:12]=[CH:11][C:10]=3[N:9]([CH3:29])[CH2:8][C@H:7]2[CH:30]2[CH2:32][CH2:31]2)[CH2:5][CH2:4][CH2:3][CH2:2]1.Cl, predict the reaction product. The product is: [CH:1]1([N:6]2[C:15]3[N:14]=[C:13]([NH:16][C:17]4[CH:26]=[CH:25][C:20]([C:21]([OH:23])=[O:22])=[CH:19][C:18]=4[O:27][CH3:28])[N:12]=[CH:11][C:10]=3[N:9]([CH3:29])[CH2:8][C@H:7]2[CH:30]2[CH2:31][CH2:32]2)[CH2:5][CH2:4][CH2:3][CH2:2]1.